This data is from Full USPTO retrosynthesis dataset with 1.9M reactions from patents (1976-2016). The task is: Predict the reactants needed to synthesize the given product. Given the product [CH3:19][C:20]1[CH:21]=[C:22]([CH:23]=[CH:24][C:25]=1[C:26]1[CH:31]=[CH:30][N:29]=[C:28]([CH3:32])[CH:27]=1)[CH2:33][NH:34][C:2]1[C:11]2[C:6](=[CH:7][C:8]([C:12]3[CH:17]=[CH:16][N:15]=[C:14]([CH3:18])[CH:13]=3)=[N:9][CH:10]=2)[CH:5]=[CH:4][N:3]=1, predict the reactants needed to synthesize it. The reactants are: Cl[C:2]1[C:11]2[C:6](=[CH:7][C:8]([C:12]3[CH:17]=[CH:16][N:15]=[C:14]([CH3:18])[CH:13]=3)=[N:9][CH:10]=2)[CH:5]=[CH:4][N:3]=1.[CH3:19][C:20]1[CH:21]=[C:22]([CH2:33][NH2:34])[CH:23]=[CH:24][C:25]=1[C:26]1[CH:31]=[CH:30][N:29]=[C:28]([CH3:32])[CH:27]=1.CC([O-])(C)C.[K+].C1C=CC(P(C2C(C3C(P(C4C=CC=CC=4)C4C=CC=CC=4)=CC=C4C=3C=CC=C4)=C3C(C=CC=C3)=CC=2)C2C=CC=CC=2)=CC=1.